Dataset: Forward reaction prediction with 1.9M reactions from USPTO patents (1976-2016). Task: Predict the product of the given reaction. (1) Given the reactants [OH-:1].[Na+].[CH2:3]([O:18]P(OP([O-])([O-])=O)(=O)[O-])[CH:4]=[C:5]([CH2:7][CH2:8]C=C(CCC=C(C)C)C)[CH3:6].C(C/C(/C)=C/CC/C(/C)=C/C[O:45]P(OP([O-])([O-])=O)(=O)[O-])/C=C(/CCC=C(C)C)\C, predict the reaction product. The product is: [CH3:6][C:5]1([OH:45])[CH2:4][C:3](=[O:18])[O:1][CH2:8][CH2:7]1. (2) Given the reactants C[N:2](C(ON1N=NC2C=CC=CC1=2)=[N+](C)C)C.[B-](F)(F)(F)F.[O:23]=[S:24]1(=[O:49])[C:29]2[CH:30]=[C:31]([O:34][C:35]3[CH:40]=[CH:39][C:38]([CH2:41][CH2:42][C:43](O)=[O:44])=[CH:37][CH:36]=3)[CH:32]=[CH:33][C:28]=2[N:27]2[CH2:46][CH2:47][CH2:48][C:26]2=[N:25]1.C(N(C(C)C)CC)(C)C.N.Cl, predict the reaction product. The product is: [O:23]=[S:24]1(=[O:49])[C:29]2[CH:30]=[C:31]([O:34][C:35]3[CH:40]=[CH:39][C:38]([CH2:41][CH2:42][C:43]([NH2:2])=[O:44])=[CH:37][CH:36]=3)[CH:32]=[CH:33][C:28]=2[N:27]2[CH2:46][CH2:47][CH2:48][C:26]2=[N:25]1. (3) Given the reactants [F:1][C:2]1[CH:30]=[CH:29][C:5]2[N:6]([CH:10]3[CH2:15][CH2:14][N:13]([C:16]4([CH3:28])[CH2:20][CH2:19][N:18]([C:21]([O:23]C(C)(C)C)=[O:22])[CH2:17]4)[CH2:12][CH2:11]3)[C:7](=[O:9])[NH:8][C:4]=2[CH:3]=1.C(Cl)(=O)O[CH2:33][C:34]#[C:35][CH3:36], predict the reaction product. The product is: [F:1][C:2]1[CH:30]=[CH:29][C:5]2[N:6]([CH:10]3[CH2:11][CH2:12][N:13]([C:16]4([CH3:28])[CH2:20][CH2:19][N:18]([C:21]([O:23][CH2:33][C:34]#[C:35][CH3:36])=[O:22])[CH2:17]4)[CH2:14][CH2:15]3)[C:7](=[O:9])[NH:8][C:4]=2[CH:3]=1. (4) Given the reactants [CH3:1][N:2]([CH2:4][C:5]1[C:13]2[O:12][N:11]=[C:10]([CH2:14][CH2:15][CH:16]3[CH2:21][CH2:20][N:19](C(OC(C)(C)C)=O)[CH2:18][CH2:17]3)[C:9]=2[CH:8]=[CH:7][C:6]=1[CH2:29][O:30][CH2:31][CH3:32])[CH3:3].Cl, predict the reaction product. The product is: [CH3:1][N:2]([CH2:4][C:5]1[C:13]2[O:12][N:11]=[C:10]([CH2:14][CH2:15][CH:16]3[CH2:17][CH2:18][NH:19][CH2:20][CH2:21]3)[C:9]=2[CH:8]=[CH:7][C:6]=1[CH2:29][O:30][CH2:31][CH3:32])[CH3:3]. (5) The product is: [CH2:38]([O:37][CH2:36][C@H:18]([NH:17][C:14](=[O:16])[CH2:13][C:5]1[CH:6]=[CH:7][C:8]([C:9]([F:10])([F:11])[F:12])=[C:3]([F:2])[CH:4]=1)[C:19]([NH:21][C:22]1[CH:27]=[CH:26][C:25]([O:28][C:29]2[CH:34]=[CH:33][C:32]([F:35])=[CH:31][CH:30]=2)=[CH:24][CH:23]=1)=[O:20])[C:39]1[CH:44]=[CH:43][CH:42]=[CH:41][CH:40]=1. Given the reactants Cl.[F:2][C:3]1[CH:4]=[C:5]([CH2:13][C:14]([OH:16])=O)[CH:6]=[CH:7][C:8]=1[C:9]([F:12])([F:11])[F:10].[NH2:17][C@@H:18]([CH2:36][O:37][CH2:38][C:39]1[CH:44]=[CH:43][CH:42]=[CH:41][CH:40]=1)[C:19]([NH:21][C:22]1[CH:27]=[CH:26][C:25]([O:28][C:29]2[CH:34]=[CH:33][C:32]([F:35])=[CH:31][CH:30]=2)=[CH:24][CH:23]=1)=[O:20], predict the reaction product. (6) Given the reactants [Cl:1][C:2]1[CH:3]=[C:4]([CH:8]=[C:9]([CH3:11])[N:10]=1)[C:5](O)=[O:6].Cl.[OH-].[Na+], predict the reaction product. The product is: [Cl:1][C:2]1[CH:3]=[C:4]([CH2:5][OH:6])[CH:8]=[C:9]([CH3:11])[N:10]=1.